This data is from Full USPTO retrosynthesis dataset with 1.9M reactions from patents (1976-2016). The task is: Predict the reactants needed to synthesize the given product. (1) The reactants are: [I:1][C:2]1[CH:7]=[CH:6][CH:5]=[CH:4][C:3]=1[OH:8].C(=O)([O-])[O-].[K+].[K+].Br[CH2:16][C:17]1[CH:24]=[CH:23][CH:22]=[C:21]([N+:25]([O-:27])=[O:26])[C:18]=1[C:19]#[N:20]. Given the product [I:1][C:2]1[CH:7]=[CH:6][CH:5]=[CH:4][C:3]=1[O:8][CH2:16][C:17]1[CH:24]=[CH:23][CH:22]=[C:21]([N+:25]([O-:27])=[O:26])[C:18]=1[C:19]#[N:20], predict the reactants needed to synthesize it. (2) Given the product [Cl:1][C:2]1[CH:3]=[C:4]([CH:5]=[CH:6][C:7]=1[Cl:8])[CH2:9][C:10]1[O:12][N:26]=[C:20]([C:21]([O:23][CH2:24][CH3:25])=[O:22])[N:19]=1, predict the reactants needed to synthesize it. The reactants are: [Cl:1][C:2]1[CH:3]=[C:4]([CH2:9][C:10]([OH:12])=O)[CH:5]=[CH:6][C:7]=1[Cl:8].C(Cl)(=O)C(Cl)=O.[NH2:19][C:20](=[N:26]O)[C:21]([O:23][CH2:24][CH3:25])=[O:22].C(N(CC)C(C)C)(C)C. (3) Given the product [CH:2]1([CH3:3])[CH2:4][CH2:5][CH:6]([CH:7]([CH3:8])[CH3:9])[CH:10]([OH:11])[CH2:1]1, predict the reactants needed to synthesize it. The reactants are: [CH:1]1[C:10]([OH:11])=[C:6]([CH:7]([CH3:9])[CH3:8])[CH:5]=[CH:4][C:2]=1[CH3:3].